Dataset: Full USPTO retrosynthesis dataset with 1.9M reactions from patents (1976-2016). Task: Predict the reactants needed to synthesize the given product. Given the product [OH:23][CH2:22][C:16]1[N:15]=[C:14]([C:12]2[N:13]=[C:6]3[C:5]4[CH:24]=[CH:25][C:2]([C:32]5[CH:31]=[N:30][N:29]([CH2:28][C:27]([CH3:43])([OH:44])[CH3:26])[CH:33]=5)=[CH:3][C:4]=4[O:10][CH2:9][CH2:8][N:7]3[CH:11]=2)[N:18]([CH:19]([CH3:21])[CH3:20])[N:17]=1, predict the reactants needed to synthesize it. The reactants are: Br[C:2]1[CH:25]=[CH:24][C:5]2[C:6]3[N:7]([CH:11]=[C:12]([C:14]4[N:18]([CH:19]([CH3:21])[CH3:20])[N:17]=[C:16]([CH2:22][OH:23])[N:15]=4)[N:13]=3)[CH2:8][CH2:9][O:10][C:4]=2[CH:3]=1.[CH3:26][C:27]([OH:44])([CH3:43])[CH2:28][N:29]1[CH:33]=[C:32](B2OC(C)(C)C(C)(C)O2)[CH:31]=[N:30]1.